From a dataset of Forward reaction prediction with 1.9M reactions from USPTO patents (1976-2016). Predict the product of the given reaction. (1) Given the reactants [NH2:1][C:2]1[CH:7]=[CH:6][CH:5]=[CH:4][N:3]=1.CCN(CC)CC.[CH3:15][C:16]([CH3:21])([CH3:20])[C:17](Cl)=[O:18], predict the reaction product. The product is: [N:3]1[CH:4]=[CH:5][CH:6]=[CH:7][C:2]=1[NH:1][C:17](=[O:18])[C:16]([CH3:21])([CH3:20])[CH3:15]. (2) Given the reactants [N:1]1([C:6]2[CH:30]=[CH:29][C:9]([O:10][CH2:11][CH2:12][C@@H:13]3[CH2:15][C@@H:14]3[CH:16]3[CH2:21][CH2:20][N:19]([C:22](OCC(C)C)=O)[CH2:18][CH2:17]3)=[CH:8][CH:7]=2)[CH:5]=[N:4][N:3]=[N:2]1.C(=O)([O-])[O-].[K+].[K+].[N:37]#CBr, predict the reaction product. The product is: [N:1]1([C:6]2[CH:7]=[CH:8][C:9]([O:10][CH2:11][CH2:12][C@@H:13]3[CH2:15][C@@H:14]3[CH:16]3[CH2:21][CH2:20][N:19]([C:22]#[N:37])[CH2:18][CH2:17]3)=[CH:29][CH:30]=2)[CH:5]=[N:4][N:3]=[N:2]1.